Dataset: Full USPTO retrosynthesis dataset with 1.9M reactions from patents (1976-2016). Task: Predict the reactants needed to synthesize the given product. The reactants are: [CH3:1][O:2][C:3](=[O:17])[CH2:4][CH2:5][C:6]1[CH:11]=[CH:10][C:9]([OH:12])=[CH:8][C:7]=1C(C)(C)C.O.[C:19]([OH:23])(=O)[CH:20]=[O:21].O. Given the product [CH3:1][O:2][C:3](=[O:17])[CH2:4][CH2:5][C:6]1[CH:7]=[C:8]([C:6]([CH3:11])([CH3:7])[CH3:5])[C:9]2[O:12][C:20](=[O:21])[CH:19]([OH:23])[C:10]=2[CH:11]=1, predict the reactants needed to synthesize it.